This data is from Full USPTO retrosynthesis dataset with 1.9M reactions from patents (1976-2016). The task is: Predict the reactants needed to synthesize the given product. (1) Given the product [CH3:1][O:2][C:3](=[O:30])[CH2:4][C@H:5]1[C:9]2[CH:10]=[CH:11][C:12]([O:14][C@H:15]3[C:23]4[C:18](=[C:19]([CH2:28][N:36]5[CH2:37][CH2:38][C:39]6=[N:31][CH2:32][S:33][C:34]6=[CH:35]5)[C:20]([C:24]([F:27])([F:26])[F:25])=[CH:21][CH:22]=4)[CH2:17][CH2:16]3)=[CH:13][C:8]=2[O:7][CH2:6]1, predict the reactants needed to synthesize it. The reactants are: [CH3:1][O:2][C:3](=[O:30])[CH2:4][C@H:5]1[C:9]2[CH:10]=[CH:11][C:12]([O:14][C@H:15]3[C:23]4[C:18](=[C:19]([CH2:28]Br)[C:20]([C:24]([F:27])([F:26])[F:25])=[CH:21][CH:22]=4)[CH2:17][CH2:16]3)=[CH:13][C:8]=2[O:7][CH2:6]1.[N:31]1[C:39]2[CH2:38][CH2:37][NH:36][CH2:35][C:34]=2[S:33][CH:32]=1. (2) Given the product [CH:16]([O:15][CH:9]([CH2:8][C:4]1[CH:5]=[CH:6][CH:7]=[C:2]([O:1][C:28]([NH:27][C:24]2[CH:23]=[CH:22][C:21]([C:20]([F:19])([F:30])[F:31])=[CH:26][CH:25]=2)=[O:29])[CH:3]=1)[C:10]([O:12][CH2:13][CH3:14])=[O:11])([CH3:17])[CH3:18], predict the reactants needed to synthesize it. The reactants are: [OH:1][C:2]1[CH:3]=[C:4]([CH2:8][CH:9]([O:15][CH:16]([CH3:18])[CH3:17])[C:10]([O:12][CH2:13][CH3:14])=[O:11])[CH:5]=[CH:6][CH:7]=1.[F:19][C:20]([F:31])([F:30])[C:21]1[CH:26]=[CH:25][C:24]([N:27]=[C:28]=[O:29])=[CH:23][CH:22]=1. (3) Given the product [CH2:13]([C:11]1[S:12][C:8]([C:6]2[CH:5]=[CH:4][N:3]=[C:2]([NH:44][C:40]3[CH:41]=[CH:42][CH:43]=[C:38]([CH2:37][N:32]4[CH2:33][CH2:34][CH2:35][CH2:36]4)[CH:39]=3)[N:7]=2)=[C:9]([C:15]2[CH:16]=[C:17]([NH:21][C:22](=[O:31])[C:23]3[C:28]([F:29])=[CH:27][CH:26]=[CH:25][C:24]=3[F:30])[CH:18]=[CH:19][CH:20]=2)[N:10]=1)[CH3:14], predict the reactants needed to synthesize it. The reactants are: Cl[C:2]1[N:7]=[C:6]([C:8]2[S:12][C:11]([CH2:13][CH3:14])=[N:10][C:9]=2[C:15]2[CH:16]=[C:17]([NH:21][C:22](=[O:31])[C:23]3[C:28]([F:29])=[CH:27][CH:26]=[CH:25][C:24]=3[F:30])[CH:18]=[CH:19][CH:20]=2)[CH:5]=[CH:4][N:3]=1.[N:32]1([CH2:37][C:38]2[CH:39]=[C:40]([NH2:44])[CH:41]=[CH:42][CH:43]=2)[CH2:36][CH2:35][CH2:34][CH2:33]1. (4) Given the product [CH2:1]([O:8][C:9]1[CH:14]=[C:13]([O:15][CH2:16][C:17]2[CH:18]=[CH:19][CH:20]=[CH:21][CH:22]=2)[C:12]([CH:23]([CH3:25])[CH3:24])=[CH:11][C:10]=1[C:26]1[O:30][N:29]=[C:28]([C:31]([NH:33][CH2:34][CH3:35])=[O:32])[C:27]=1[C:36]1[N:40]=[C:39]([O:41][CH3:42])[O:38][N:37]=1)[C:2]1[CH:3]=[CH:4][CH:5]=[CH:6][CH:7]=1, predict the reactants needed to synthesize it. The reactants are: [CH2:1]([O:8][C:9]1[CH:14]=[C:13]([O:15][CH2:16][C:17]2[CH:22]=[CH:21][CH:20]=[CH:19][CH:18]=2)[C:12]([CH:23]([CH3:25])[CH3:24])=[CH:11][C:10]=1[C:26]1[O:30][N:29]=[C:28]([C:31]([NH:33][CH2:34][CH3:35])=[O:32])[C:27]=1[C:36]1[N:40]=[C:39]([OH:41])[O:38][N:37]=1)[C:2]1[CH:7]=[CH:6][CH:5]=[CH:4][CH:3]=1.[C:42](=O)([O-])[O-].[K+].[K+].IC. (5) The reactants are: [CH:1]([OH:6])([OH:5])[CH2:2][CH2:3][CH3:4].[C:7]([OH:14])(=[O:13])[CH2:8][CH2:9][C:10]([OH:12])=[O:11]. Given the product [C:10]([O-:12])(=[O:11])[CH2:9][CH2:4][CH2:3][CH2:2][C:1]([O-:6])=[O:5].[C:1]([OH:6])(=[O:5])[CH2:2][CH2:10][CH2:9][CH2:8][C:7]([OH:14])=[O:13], predict the reactants needed to synthesize it. (6) Given the product [CH2:31]([O:30][C:27]1[CH:28]=[CH:29][C:24]([S:21]([C:6]2([C:4]([OH:3])=[O:5])[CH2:11][CH2:10][N:9]([CH2:32][CH2:31][O:30][C:27]3[CH:28]=[CH:29][CH:24]=[CH:25][CH:26]=3)[CH2:8][CH2:7]2)(=[O:22])=[O:23])=[CH:25][CH:26]=1)[CH2:32][CH2:33][CH3:34], predict the reactants needed to synthesize it. The reactants are: C([O:3][C:4]([C:6]1([S:21]([C:24]2[CH:29]=[CH:28][C:27]([O:30][CH2:31][CH2:32][CH2:33][CH3:34])=[CH:26][CH:25]=2)(=[O:23])=[O:22])[CH2:11][CH2:10][N:9](OCCC2C=CC=CC=2)[CH2:8][CH2:7]1)=[O:5])C. (7) Given the product [Br:4][C:5]1[CH:6]=[C:7]([CH2:11][C:12]([CH3:1])([OH:14])[CH3:13])[CH:8]=[CH:9][CH:10]=1, predict the reactants needed to synthesize it. The reactants are: [CH3:1][Mg]Br.[Br:4][C:5]1[CH:6]=[C:7]([CH2:11][C:12](=[O:14])[CH3:13])[CH:8]=[CH:9][CH:10]=1. (8) Given the product [F:1][C:2]1[CH:3]=[CH:4][C:5]([CH3:31])=[C:6]([C:8]2[CH:17]=[C:16]3[C:11]([CH:12]=[C:13]([NH:18][C:19]([N:41]4[CH2:42][CH2:43][N:38]([CH3:37])[CH2:39][CH2:40]4)=[O:20])[N:14]=[CH:15]3)=[CH:10][CH:9]=2)[CH:7]=1, predict the reactants needed to synthesize it. The reactants are: [F:1][C:2]1[CH:3]=[CH:4][C:5]([CH3:31])=[C:6]([C:8]2[CH:17]=[C:16]3[C:11]([CH:12]=[C:13]([NH:18][C:19](=O)[O:20]C4C=CC([N+]([O-])=O)=CC=4)[N:14]=[CH:15]3)=[CH:10][CH:9]=2)[CH:7]=1.CN(C)C=O.[CH3:37][N:38]1[CH2:43][CH2:42][NH:41][CH2:40][CH2:39]1. (9) Given the product [Cl:31][C:2]1[C:11]2[C:6](=[CH:7][CH:8]=[CH:9][C:10]=2[C:12]2[CH:17]=[CH:16][CH:15]=[CH:14][CH:13]=2)[C:5]([C:18]2[CH:19]=[N:20][CH:21]=[C:22]([CH:28]=2)[C:23]([O:25][CH2:26][CH3:27])=[O:24])=[N:4][N:3]=1, predict the reactants needed to synthesize it. The reactants are: O[C:2]1[C:11]2[C:6](=[CH:7][CH:8]=[CH:9][C:10]=2[C:12]2[CH:17]=[CH:16][CH:15]=[CH:14][CH:13]=2)[C:5]([C:18]2[CH:19]=[N:20][CH:21]=[C:22]([CH:28]=2)[C:23]([O:25][CH2:26][CH3:27])=[O:24])=[N:4][N:3]=1.O=P(Cl)(Cl)[Cl:31].CN(C)C1C=CC=CC=1.